Task: Predict the product of the given reaction.. Dataset: Forward reaction prediction with 1.9M reactions from USPTO patents (1976-2016) (1) Given the reactants C(NC(C)C)(C)C.C([Li])CCC.CCCCCC.[CH3:19][N:20]1[CH2:25][CH2:24][CH2:23][CH2:22][C:21]1=[O:26].[C:27](OCC)(=[O:33])[C:28]([O:30][CH2:31][CH3:32])=[O:29], predict the reaction product. The product is: [CH3:19][N:20]1[CH2:25][CH2:24][CH2:23][CH:22]([C:27](=[O:33])[C:28]([O:30][CH2:31][CH3:32])=[O:29])[C:21]1=[O:26]. (2) Given the reactants [OH:1][C:2]12[C:13]3[C:8](=[CH:9][CH:10]=[CH:11][CH:12]=3)[C:7](=[O:14])[C:6]1([OH:15])[C:5]1[CH:16]=[CH:17][C:18]([C:20]3[CH:25]=[CH:24][CH:23]=[CH:22][CH:21]=3)=[CH:19][C:4]=1[O:3]2.[C:26]([OH:29])(=O)[CH3:27].N1C=CC=CC=1.C1C[O:39][CH2:38][CH2:37]1, predict the reaction product. The product is: [C:38]([O:3][C:4]1[CH:19]=[C:18]([C:20]2[CH:25]=[CH:24][CH:23]=[CH:22][CH:21]=2)[CH:17]=[CH:16][C:5]=1[C:6]1([O:15][C:26](=[O:29])[CH3:27])[C:2](=[O:1])[C:13]2[C:8](=[CH:9][CH:10]=[CH:11][CH:12]=2)[C:7]1=[O:14])(=[O:39])[CH3:37]. (3) Given the reactants [Cl:1][C:2]1[CH:3]=[N:4][C:5]([O:11][CH2:12][CH2:13][CH:14]([CH3:16])[CH3:15])=[C:6]([CH:10]=1)[C:7]([OH:9])=O.ClC1C=CC(COC2C=CC(F)=CC=2F)=C(C=1)C([NH:25][C@H:26]([C:28]1[CH:37]=[CH:36][C:31]([C:32]([O:34][CH3:35])=[O:33])=[CH:30][CH:29]=1)[CH3:27])=O, predict the reaction product. The product is: [Cl:1][C:2]1[CH:10]=[C:6]([C:7]([NH:25][C@H:26]([C:28]2[CH:37]=[CH:36][C:31]([C:32]([O:34][CH3:35])=[O:33])=[CH:30][CH:29]=2)[CH3:27])=[O:9])[C:5]([O:11][CH2:12][CH2:13][CH:14]([CH3:16])[CH3:15])=[N:4][CH:3]=1.